Dataset: Forward reaction prediction with 1.9M reactions from USPTO patents (1976-2016). Task: Predict the product of the given reaction. (1) Given the reactants [C:1]([O:6]CCCC)(=[O:5])[C:2](C)=[CH2:3].C(OC)(=O)C(C)=C.C(O)(=O)C(C)=C.[CH2:24]=[CH:25][C:26]1[CH:31]=[CH:30][CH:29]=[CH:28][CH:27]=1, predict the reaction product. The product is: [C:1]([OH:6])(=[O:5])[CH:2]=[CH2:3].[CH2:24]=[CH:25][C:26]1[CH:31]=[CH:30][CH:29]=[CH:28][CH:27]=1. (2) Given the reactants [NH2:1][C:2]1[C:3]2[S:10][C:9]3[N:11]=[C:12]([N:18]4[CH2:23][CH2:22][CH:21]([NH:24]C=O)[CH2:20][CH2:19]4)[CH:13]=[C:14]([CH2:15][CH2:16][CH3:17])[C:8]=3[C:4]=2[N:5]=[CH:6][N:7]=1, predict the reaction product. The product is: [NH2:24][CH:21]1[CH2:22][CH2:23][N:18]([C:12]2[CH:13]=[C:14]([CH2:15][CH2:16][CH3:17])[C:8]3[C:4]4[N:5]=[CH:6][N:7]=[C:2]([NH2:1])[C:3]=4[S:10][C:9]=3[N:11]=2)[CH2:19][CH2:20]1. (3) The product is: [F:37][C:35]([F:36])([F:38])[CH2:34][N:19]1[C:18]([CH2:17][CH2:16][O:15][C:12]2[CH:13]=[C:14]3[C:9]([CH:8]=[CH:7][N:6]3[CH2:5][C:4]([OH:39])=[O:3])=[CH:10][CH:11]=2)=[CH:22][C:21]([C:23]2[CH:28]=[CH:27][C:26]([O:29][C:30]([F:33])([F:32])[F:31])=[CH:25][CH:24]=2)=[N:20]1. Given the reactants C([O:3][C:4](=[O:39])[CH2:5][N:6]1[C:14]2[C:9](=[CH:10][CH:11]=[C:12]([O:15][CH2:16][CH2:17][C:18]3[N:19]([CH2:34][C:35]([F:38])([F:37])[F:36])[N:20]=[C:21]([C:23]4[CH:28]=[CH:27][C:26]([O:29][C:30]([F:33])([F:32])[F:31])=[CH:25][CH:24]=4)[CH:22]=3)[CH:13]=2)[CH:8]=[CH:7]1)C.[Li+].[OH-], predict the reaction product. (4) Given the reactants [N+](C1C=CC(O[C:11](=[O:20])[NH:12][CH2:13][C:14]2[CH:15]=[N:16][CH:17]=[CH:18][CH:19]=2)=CC=1)([O-])=O.[NH2:21][C:22]1[N:23]([CH2:43][CH3:44])[C:24]2[C:29]([C:30](=[O:35])[C:31]=1[C:32]([NH2:34])=[O:33])=[CH:28][CH:27]=[C:26]([C:36]1[CH:41]=[CH:40][C:39]([NH2:42])=[CH:38][CH:37]=1)[CH:25]=2, predict the reaction product. The product is: [NH2:21][C:22]1[N:23]([CH2:43][CH3:44])[C:24]2[C:29]([C:30](=[O:35])[C:31]=1[C:32]([NH2:34])=[O:33])=[CH:28][CH:27]=[C:26]([C:36]1[CH:37]=[CH:38][C:39]([NH:42][C:11]([NH:12][CH2:13][C:14]3[CH:15]=[N:16][CH:17]=[CH:18][CH:19]=3)=[O:20])=[CH:40][CH:41]=1)[CH:25]=2. (5) Given the reactants [NH2:1][C:2]1[CH:3]=[CH:4][CH:5]=[C:6]2[C:11]=1[N:10]=[CH:9][CH:8]=[CH:7]2.[Cl:12][C:13]1[CH:18]=[CH:17][C:16]([S:19](Cl)(=[O:21])=[O:20])=[C:15]([N+:23]([O-:25])=[O:24])[CH:14]=1.N1C=CC=CC=1, predict the reaction product. The product is: [Cl:12][C:13]1[CH:18]=[CH:17][C:16]([S:19]([NH:1][C:2]2[CH:3]=[CH:4][CH:5]=[C:6]3[C:11]=2[N:10]=[CH:9][CH:8]=[CH:7]3)(=[O:21])=[O:20])=[C:15]([N+:23]([O-:25])=[O:24])[CH:14]=1. (6) Given the reactants [OH:1][C:2]1[CH:9]=[N:8][CH:7]=[C:6]([O:10][CH3:11])[C:3]=1[CH:4]=[O:5].Cl.Cl[CH2:14][C:15]1[C:16]([C:21]2[N:25]([CH:26]([CH3:28])[CH3:27])[N:24]=[CH:23][CH:22]=2)=[N:17][CH:18]=[CH:19][CH:20]=1.C([O-])([O-])=O.[K+].[K+], predict the reaction product. The product is: [CH:26]([N:25]1[C:21]([C:16]2[C:15]([CH2:14][O:1][C:2]3[CH:9]=[N:8][CH:7]=[C:6]([O:10][CH3:11])[C:3]=3[CH:4]=[O:5])=[CH:20][CH:19]=[CH:18][N:17]=2)=[CH:22][CH:23]=[N:24]1)([CH3:28])[CH3:27]. (7) Given the reactants [NH2:1][C:2]1[N:6]([C@@H:7]2[CH2:12][CH2:11][CH2:10][N:9](C(=O)/C=C/CCO)[CH2:8]2)[N:5]=[C:4]([C:20]2[CH:25]=[CH:24][C:23]([O:26][C:27]3[CH:32]=[CH:31][C:30]([F:33])=[CH:29][C:28]=3[F:34])=[CH:22][CH:21]=2)[C:3]=1[C:35]([NH2:37])=[O:36].[F:38][CH:39]([F:45])/[CH:40]=[CH:41]/[C:42](O)=[O:43], predict the reaction product. The product is: [NH2:1][C:2]1[N:6]([C@@H:7]2[CH2:12][CH2:11][CH2:10][N:9]([C:42](=[O:43])/[CH:41]=[CH:40]/[CH:39]([F:45])[F:38])[CH2:8]2)[N:5]=[C:4]([C:20]2[CH:25]=[CH:24][C:23]([O:26][C:27]3[CH:32]=[CH:31][C:30]([F:33])=[CH:29][C:28]=3[F:34])=[CH:22][CH:21]=2)[C:3]=1[C:35]([NH2:37])=[O:36].